This data is from Forward reaction prediction with 1.9M reactions from USPTO patents (1976-2016). The task is: Predict the product of the given reaction. Given the reactants [Br:1][C:2]1[S:3][C:4]([C:7](Cl)=[O:8])=[CH:5][N:6]=1.[CH3:10][O:11][C:12](=[O:18])[CH:13]=[C:14]([NH:16][CH3:17])[CH3:15], predict the reaction product. The product is: [CH3:10][O:11][C:12](=[O:18])[CH:13]([C:7]([C:4]1[S:3][C:2]([Br:1])=[N:6][CH:5]=1)=[O:8])/[C:14](=[N:16]/[CH3:17])/[CH3:15].